This data is from Peptide-MHC class I binding affinity with 185,985 pairs from IEDB/IMGT. The task is: Regression. Given a peptide amino acid sequence and an MHC pseudo amino acid sequence, predict their binding affinity value. This is MHC class I binding data. (1) The peptide sequence is HTQGYFPDW. The MHC is HLA-A02:03 with pseudo-sequence HLA-A02:03. The binding affinity (normalized) is 0. (2) The peptide sequence is AFDLSHFLK. The MHC is HLA-A02:06 with pseudo-sequence HLA-A02:06. The binding affinity (normalized) is 0. (3) The peptide sequence is VMHINSPFK. The MHC is HLA-A11:01 with pseudo-sequence HLA-A11:01. The binding affinity (normalized) is 1.00. (4) The binding affinity (normalized) is 0.595. The MHC is HLA-C07:02 with pseudo-sequence HLA-C07:02. The peptide sequence is YRATYSMAL. (5) The peptide sequence is AEAALENLV. The MHC is Mamu-A11 with pseudo-sequence Mamu-A11. The binding affinity (normalized) is 0.818. (6) The peptide sequence is GVFELSDEK. The MHC is HLA-B15:09 with pseudo-sequence HLA-B15:09. The binding affinity (normalized) is 0.0847. (7) The binding affinity (normalized) is 0.341. The peptide sequence is LNIALVAVSL. The MHC is HLA-A02:01 with pseudo-sequence HLA-A02:01. (8) The peptide sequence is AQRPAKYSY. The MHC is HLA-B07:02 with pseudo-sequence HLA-B07:02. The binding affinity (normalized) is 0.0847. (9) The MHC is HLA-A68:02 with pseudo-sequence HLA-A68:02. The peptide sequence is RRQDILDLWI. The binding affinity (normalized) is 0.